From a dataset of Full USPTO retrosynthesis dataset with 1.9M reactions from patents (1976-2016). Predict the reactants needed to synthesize the given product. (1) Given the product [F:8][C:6]1[CH:5]=[CH:4][C:3]([N+:9]([O-:11])=[O:10])=[C:2]([CH:7]=1)[NH:19][C:18]1[CH:20]=[CH:21][CH:22]=[C:16]([S:13]([CH3:12])(=[O:15])=[O:14])[CH:17]=1, predict the reactants needed to synthesize it. The reactants are: F[C:2]1[CH:7]=[C:6]([F:8])[CH:5]=[CH:4][C:3]=1[N+:9]([O-:11])=[O:10].[CH3:12][S:13]([C:16]1[CH:17]=[C:18]([CH:20]=[CH:21][CH:22]=1)[NH2:19])(=[O:15])=[O:14]. (2) Given the product [C:1]1([N:7]=[C:8]([S:25][C:19]2[CH:24]=[CH:23][CH:22]=[CH:21][CH:20]=2)[CH:10]=[C:11]([S:25][C:19]2[CH:24]=[CH:23][CH:22]=[CH:21][CH:20]=2)[CH3:12])[CH:6]=[CH:5][CH:4]=[CH:3][CH:2]=1, predict the reactants needed to synthesize it. The reactants are: [C:1]1([NH:7][C:8]([C:10]#[C:11][CH3:12])=O)[CH:6]=[CH:5][CH:4]=[CH:3][CH:2]=1.P(Cl)(Cl)(Cl)(Cl)Cl.[C:19]1([SH:25])[CH:24]=[CH:23][CH:22]=[CH:21][CH:20]=1.[H-].[Na+]. (3) Given the product [CH2:12]([NH:8][CH2:9][CH2:10][NH:13][C:14]([C:16]1[S:17][CH:18]=[CH:19][C:20]=1[NH:21][C:22]1[CH:27]=[CH:26][N:25]=[C:24]2[NH:28][CH:29]=[CH:30][C:23]=12)=[O:15])[C:11]1[CH:36]=[CH:37][CH:32]=[CH:33][CH:34]=1, predict the reactants needed to synthesize it. The reactants are: C(OC([N:8]1[CH2:12][CH2:11][CH:10]([NH:13][C:14]([C:16]2[S:17][CH:18]=[CH:19][C:20]=2[NH:21][C:22]2[CH:27]=[CH:26][N:25]=[C:24]3[NH:28][CH:29]=[CH:30][C:23]=23)=[O:15])[CH2:9]1)=O)(C)(C)C.C(NCCN)[C:32]1[CH:37]=[CH:36]C=[CH:34][CH:33]=1. (4) Given the product [Cl:1][C:2]1[C:11]2[C:6](=[CH:7][CH:8]=[CH:9][CH:10]=2)[N:5]=[C:4]([N:12]2[CH2:18][C:17]3[CH:19]=[CH:20][C:21]([O:23][CH2:27][CH2:28][CH2:29][OH:30])=[CH:22][C:16]=3[S:15](=[O:25])(=[O:24])[CH2:14][CH2:13]2)[CH:3]=1, predict the reactants needed to synthesize it. The reactants are: [Cl:1][C:2]1[C:11]2[C:6](=[CH:7][CH:8]=[CH:9][CH:10]=2)[N:5]=[C:4]([N:12]2[CH2:18][C:17]3[CH:19]=[CH:20][C:21]([OH:23])=[CH:22][C:16]=3[S:15](=[O:25])(=[O:24])[CH2:14][CH2:13]2)[CH:3]=1.Br[CH2:27][CH2:28][CH2:29][OH:30].C(=O)([O-])[O-].[K+].[K+].